This data is from Experimentally validated miRNA-target interactions with 360,000+ pairs, plus equal number of negative samples. The task is: Binary Classification. Given a miRNA mature sequence and a target amino acid sequence, predict their likelihood of interaction. (1) The miRNA is hsa-miR-26b-5p with sequence UUCAAGUAAUUCAGGAUAGGU. The protein sequence of the target gene is MEVNPPKQEHLLALKVMRLTKPTLFTNIPVTCEEKDLPGDLFNQLMRDDPSTVNGAEVLMLGEMLTLPQNFGNIFLGETFSSYISVHNDSNQVVKDILVKADLQTSSQRLNLSASNAAVAELKPDCCIDDVIHHEVKEIGTHILVCAVSYTTQAGEKMYFRKFFKFQVLKPLDVKTKFYNAESDLSSVTDEVFLEAQIQNMTTSPMFMEKVSLEPSIMYNVTELNSVSQAGECVSTFGSRAYLQPMDTRQYLYCLKPKNEFAEKAGIIKGVTVIGKLDIVWKTNLGERGRLQTSQLQRMA.... Result: 1 (interaction). (2) The miRNA is hsa-miR-6854-5p with sequence AAGCUCAGGUUUGAGAACUGCUGA. The protein sequence of the target gene is MAACTARRALAVGSRWWSRSLTGARWPRPLCAAAGAGAFSPASTTTTRRHLSSRNRPEGKVLETVGVFEVPKQNGKYETGQLFLHSIFGYRGVVLFPWQARLYDRDVASAAPEKAENPAGHGSKEVKGKTHTYYQVLIDARDCPHISQRSQTEAVTFLANHDDSRALYAIPGLDYVSHEDILPYTSTDQVPIQHELFERFLLYDQTKAPPFVARETLRAWQEKNHPWLELSDVHRETTENIRVTVIPFYMGMREAQNSHVYWWRYCIRLENLDSDVVQLRERHWRIFSLSGTLETVRGRG.... Result: 1 (interaction).